Dataset: Catalyst prediction with 721,799 reactions and 888 catalyst types from USPTO. Task: Predict which catalyst facilitates the given reaction. (1) Reactant: [CH3:1][C:2]1[C:6]([CH2:7][N:8]2[CH:12]=[C:11]([N:13]3[C:17](=[O:18])[CH2:16][N:15]([CH2:19]COC4C=CC=CC=4)[C:14]3=[O:28])[CH:10]=[N:9]2)=[C:5]([CH3:29])[O:4][N:3]=1.BrC[C:32]1[CH:33]=[C:34]([CH:39]=[CH:40][CH:41]=1)[C:35]([O:37]C)=[O:36].C(=O)([O-])[O-].[Cs+].[Cs+]. Product: [CH3:1][C:2]1[C:6]([CH2:7][N:8]2[CH:12]=[C:11]([N:13]3[C:17](=[O:18])[CH2:16][N:15]([CH2:19][C:32]4[CH:33]=[C:34]([CH:39]=[CH:40][CH:41]=4)[C:35]([OH:37])=[O:36])[C:14]3=[O:28])[CH:10]=[N:9]2)=[C:5]([CH3:29])[O:4][N:3]=1. The catalyst class is: 517. (2) Reactant: [NH2:1][C@H:2]1[CH2:6][CH2:5][N:4]([CH:7]2[CH2:12][CH2:11][N:10]([C:13]3[N:18]=[CH:17][C:16]([CH2:19][CH3:20])=[CH:15][N:14]=3)[CH2:9][CH2:8]2)[C:3]1=[O:21].C1(P(C2C=CC=CC=2)C2C=CC3C(=CC=CC=3)C=2C2C3C(=CC=CC=3)C=CC=2P(C2C=CC=CC=2)C2C=CC=CC=2)C=CC=CC=1.Br[C:69]1[CH:74]=[C:73]([CH3:75])[C:72]([S:76]([CH3:79])(=[O:78])=[O:77])=[CH:71][C:70]=1[F:80].C([O-])([O-])=O.[Cs+].[Cs+]. Product: [CH2:19]([C:16]1[CH:15]=[N:14][C:13]([N:10]2[CH2:11][CH2:12][CH:7]([N:4]3[CH2:5][CH2:6][C@H:2]([NH:1][C:69]4[CH:74]=[C:73]([CH3:75])[C:72]([S:76]([CH3:79])(=[O:78])=[O:77])=[CH:71][C:70]=4[F:80])[C:3]3=[O:21])[CH2:8][CH2:9]2)=[N:18][CH:17]=1)[CH3:20]. The catalyst class is: 101.